Dataset: Peptide-MHC class II binding affinity with 134,281 pairs from IEDB. Task: Regression. Given a peptide amino acid sequence and an MHC pseudo amino acid sequence, predict their binding affinity value. This is MHC class II binding data. (1) The peptide sequence is VPLTDLRIPS. The MHC is DRB1_0401 with pseudo-sequence DRB1_0401. The binding affinity (normalized) is 0. (2) The binding affinity (normalized) is 0.316. The MHC is HLA-DPA10201-DPB10101 with pseudo-sequence HLA-DPA10201-DPB10101. The peptide sequence is AFMLAWNYGVPRVMS. (3) The peptide sequence is YDFNKLTALAVSQLT. The MHC is DRB1_1101 with pseudo-sequence DRB1_1101. The binding affinity (normalized) is 0.678. (4) The peptide sequence is GELTIVDKIDAAFKI. The MHC is DRB3_0202 with pseudo-sequence DRB3_0202. The binding affinity (normalized) is 0.276. (5) The peptide sequence is TDAATHNPWASQKH. The MHC is DRB1_0101 with pseudo-sequence DRB1_0101. The binding affinity (normalized) is 0. (6) The peptide sequence is AFKVAATAANAAPAQ. The MHC is DRB1_1001 with pseudo-sequence DRB1_1001. The binding affinity (normalized) is 0.991. (7) The peptide sequence is MLLRKYGIAAENVID. The MHC is DRB1_1101 with pseudo-sequence DRB1_1101. The binding affinity (normalized) is 0.120. (8) The peptide sequence is KSMKVTVAFNQFGPN. The MHC is DRB1_1302 with pseudo-sequence DRB1_1302. The binding affinity (normalized) is 0.480.